From a dataset of Reaction yield outcomes from USPTO patents with 853,638 reactions. Predict the reaction yield, written as a fraction of the theoretical maximum amount of product (1.0 means a 100% yield; for example, 0.34 means a 34% yield). (1) The reactants are [Cl:1][C:2]1[CH:10]=[C:9]([C:11]2[N:16]=[C:15]3[N:17]([CH2:20][C:21]4[CH:22]=[C:23]5[C:28](=[CH:29][CH:30]=4)[N:27]=[CH:26][CH:25]=[CH:24]5)[N:18]=[N:19][C:14]3=[CH:13][CH:12]=2)[CH:8]=[CH:7][C:3]=1[C:4]([NH2:6])=[O:5].CCOCC.Cl. The catalyst is C1COCC1. The product is [ClH:1].[Cl:1][C:2]1[CH:10]=[C:9]([C:11]2[N:16]=[C:15]3[N:17]([CH2:20][C:21]4[CH:22]=[C:23]5[C:28](=[CH:29][CH:30]=4)[N:27]=[CH:26][CH:25]=[CH:24]5)[N:18]=[N:19][C:14]3=[CH:13][CH:12]=2)[CH:8]=[CH:7][C:3]=1[C:4]([NH2:6])=[O:5]. The yield is 0.460. (2) The reactants are [Na].Cl.[NH2:3][C:4]([NH2:6])=[NH:5].[CH2:7]([O:14][C:15]([N:17]1[CH2:21][CH2:20][CH2:19][CH:18]1[C:22](=O)[CH2:23][C:24](=O)[CH3:25])=[O:16])[C:8]1[CH:13]=[CH:12][CH:11]=[CH:10][CH:9]=1. The catalyst is C(O)C. The product is [CH2:7]([O:14][C:15]([N:17]1[CH2:21][CH2:20][CH2:19][CH:18]1[C:22]1[CH:23]=[C:24]([CH3:25])[N:3]=[C:4]([NH2:6])[N:5]=1)=[O:16])[C:8]1[CH:9]=[CH:10][CH:11]=[CH:12][CH:13]=1. The yield is 0.460. (3) The reactants are [Cl:1][C:2]1[CH:11]=[C:10]2[C:5]([C:6]([O:12][C:13]3[CH:14]=[C:15]4[C:20](=[CH:21][CH:22]=3)[C:19]([C:23](O)=[O:24])=[CH:18][CH:17]=[CH:16]4)=[CH:7][CH:8]=[N:9]2)=[CH:4][CH:3]=1.[C:26]1([NH2:33])[CH:31]=[CH:30][CH:29]=[CH:28][C:27]=1[NH2:32]. No catalyst specified. The product is [NH2:32][C:27]1[CH:28]=[CH:29][CH:30]=[CH:31][C:26]=1[NH:33][C:23]([C:19]1[C:20]2[C:15](=[CH:14][C:13]([O:12][C:6]3[C:5]4[C:10](=[CH:11][C:2]([Cl:1])=[CH:3][CH:4]=4)[N:9]=[CH:8][CH:7]=3)=[CH:22][CH:21]=2)[CH:16]=[CH:17][CH:18]=1)=[O:24]. The yield is 0.830. (4) The reactants are [C:1]([OH:11])(=O)/[CH:2]=[CH:3]/[C:4]1[CH:9]=[CH:8][CH:7]=[CH:6][CH:5]=1.C(N1C=CN=C1)(N1C=CN=C1)=O.C[Si]([N-][Si](C)(C)C)(C)C.[Li+].[Cl-].[NH4+].[C:36]([O:39][CH2:40][CH3:41])(=[O:38])[CH3:37]. The catalyst is O1CCCC1. The product is [CH2:40]([O:39][C:36](=[O:38])[CH2:37][C:1](=[O:11])/[CH:2]=[CH:3]/[C:4]1[CH:5]=[CH:6][CH:7]=[CH:8][CH:9]=1)[CH3:41]. The yield is 0.570. (5) The reactants are [O:1]1[CH2:3][CH:2]1[C:4]([OH:6])=O.O1CCCC1.C(Cl)(=O)C(Cl)=O.Cl.[NH2:19][C:20]1[N:21]=[C:22]2[CH:27]=[CH:26][C:25]([O:28][C:29]3[CH:30]=[CH:31][C:32]([CH3:45])=[C:33]([NH:35][C:36]([C:38]4[N:42]([CH3:43])[N:41]=[C:40]([CH3:44])[CH:39]=4)=[O:37])[CH:34]=3)=[N:24][N:23]2[CH:46]=1. The catalyst is CN(C)C=O.CN(C)C(=O)C. The product is [CH3:43][N:42]1[C:38]([C:36]([NH:35][C:33]2[CH:34]=[C:29]([O:28][C:25]3[CH:26]=[CH:27][C:22]4[N:23]([CH:46]=[C:20]([NH:19][C:4]([CH:2]5[CH2:3][O:1]5)=[O:6])[N:21]=4)[N:24]=3)[CH:30]=[CH:31][C:32]=2[CH3:45])=[O:37])=[CH:39][C:40]([CH3:44])=[N:41]1. The yield is 0.520. (6) The reactants are O.[OH-].[Li+].[C:4]([O:8][C:9]([NH:11][C:12]1[CH:17]=[CH:16][C:15]([CH2:18][CH2:19][O:20][C:21]2[CH:26]=[CH:25][C:24]([CH2:27][CH:28]([O:34][CH2:35][CH3:36])[C:29]([O:31]CC)=[O:30])=[CH:23][CH:22]=2)=[CH:14][CH:13]=1)=[O:10])([CH3:7])([CH3:6])[CH3:5]. The catalyst is O.C1COCC1. The product is [C:4]([O:8][C:9]([NH:11][C:12]1[CH:13]=[CH:14][C:15]([CH2:18][CH2:19][O:20][C:21]2[CH:22]=[CH:23][C:24]([CH2:27][CH:28]([O:34][CH2:35][CH3:36])[C:29]([OH:31])=[O:30])=[CH:25][CH:26]=2)=[CH:16][CH:17]=1)=[O:10])([CH3:7])([CH3:6])[CH3:5]. The yield is 0.987. (7) The reactants are [N+:1]([C:4]1[CH:5]=[C:6]([CH:44]=[C:45]([N+:47]([O-])=O)[CH:46]=1)[C:7]([O:9][CH2:10][CH2:11][CH2:12][CH2:13][CH2:14][CH2:15][O:16][C:17](=[O:43])/[CH:18]=[CH:19]/[C:20]1[CH:25]=[CH:24][C:23]([O:26][C:27](=[O:42])[C:28]2[CH:33]=[CH:32][C:31]([O:34][CH2:35][CH2:36][CH2:37][C:38]([F:41])([F:40])[F:39])=[CH:30][CH:29]=2)=[CH:22][CH:21]=1)=[O:8])([O-])=O. The catalyst is CN(C)C=O.O.[Zn]. The product is [NH2:1][C:4]1[CH:5]=[C:6]([CH:44]=[C:45]([NH2:47])[CH:46]=1)[C:7]([O:9][CH2:10][CH2:11][CH2:12][CH2:13][CH2:14][CH2:15][O:16][C:17](=[O:43])/[CH:18]=[CH:19]/[C:20]1[CH:25]=[CH:24][C:23]([O:26][C:27](=[O:42])[C:28]2[CH:33]=[CH:32][C:31]([O:34][CH2:35][CH2:36][CH2:37][C:38]([F:39])([F:40])[F:41])=[CH:30][CH:29]=2)=[CH:22][CH:21]=1)=[O:8]. The yield is 0.910.